From a dataset of Reaction yield outcomes from USPTO patents with 853,638 reactions. Predict the reaction yield, written as a fraction of the theoretical maximum amount of product (1.0 means a 100% yield; for example, 0.34 means a 34% yield). The reactants are [OH-].[Na+].[Br:3][C:4]1[CH:13]=[C:12]([CH2:14][N:15]([C:17]([O:19][C:20]([CH3:23])([CH3:22])[CH3:21])=[O:18])[CH3:16])[CH:11]=[CH:10][C:5]=1[C:6]([O:8]C)=[O:7]. The catalyst is CCO. The product is [Br:3][C:4]1[CH:13]=[C:12]([CH2:14][N:15]([C:17]([O:19][C:20]([CH3:23])([CH3:22])[CH3:21])=[O:18])[CH3:16])[CH:11]=[CH:10][C:5]=1[C:6]([OH:8])=[O:7]. The yield is 0.730.